Dataset: Full USPTO retrosynthesis dataset with 1.9M reactions from patents (1976-2016). Task: Predict the reactants needed to synthesize the given product. (1) Given the product [CH:5]12[O:8][CH:1]([CH2:7][CH2:6]1)[CH2:2][CH:3]([OH:9])[CH2:4]2, predict the reactants needed to synthesize it. The reactants are: [CH:1]12[O:8][CH:5]([CH2:6][CH2:7]1)[CH2:4][C:3](=[O:9])[CH2:2]2.[H-].[Al+3].[Li+].[H-].[H-].[H-].O.O.O.O.O.O.O.O.O.O.S([O-])([O-])(=O)=O.[Na+].[Na+]. (2) Given the product [C:1]([C:5]1[CH:31]=[CH:30][C:8]([NH:9][C:10]2[C:19]3[C:14](=[CH:15][CH:16]=[CH:17][CH:18]=3)[C:13]([CH2:20][C:21]3[CH:22]=[N:23][C:24]([OH:28])=[C:25]([C:37]4[S:38][CH:39]=[CH:40][N:41]=4)[CH:26]=3)=[N:12][N:11]=2)=[CH:7][CH:6]=1)([CH3:3])([CH3:2])[CH3:4], predict the reactants needed to synthesize it. The reactants are: [C:1]([C:5]1[CH:31]=[CH:30][C:8]([NH:9][C:10]2[C:19]3[C:14](=[CH:15][CH:16]=[CH:17][CH:18]=3)[C:13]([CH2:20][C:21]3[CH:22]=[N:23][C:24]([O:28]C)=[C:25](Br)[CH:26]=3)=[N:12][N:11]=2)=[CH:7][CH:6]=1)([CH3:4])([CH3:3])[CH3:2].C([Sn](CCCC)(CCCC)[C:37]1[S:38][CH:39]=[CH:40][N:41]=1)CCC.